This data is from Forward reaction prediction with 1.9M reactions from USPTO patents (1976-2016). The task is: Predict the product of the given reaction. (1) Given the reactants [F:1][CH:2]([CH2:12][CH2:13][C:14]1[N:19]=[N:18][C:17]2[NH:20][C:21]([C:23]3[CH:28]=[CH:27][CH:26]=[CH:25][C:24]=3[F:29])=[CH:22][C:16]=2[CH:15]=1)[CH2:3][N:4]1[CH:8]=[C:7]([C:9]([OH:11])=O)[N:6]=[N:5]1.[CH3:30][C:31]1[N:36]=[CH:35][C:34]([CH2:37][NH2:38])=[CH:33][CH:32]=1.CN(C(ON1N=NC2C=CC=NC1=2)=[N+](C)C)C.F[P-](F)(F)(F)(F)F.CCN(C(C)C)C(C)C, predict the reaction product. The product is: [F:1][CH:2]([CH2:12][CH2:13][C:14]1[N:19]=[N:18][C:17]2[NH:20][C:21]([C:23]3[CH:28]=[CH:27][CH:26]=[CH:25][C:24]=3[F:29])=[CH:22][C:16]=2[CH:15]=1)[CH2:3][N:4]1[CH:8]=[C:7]([C:9]([NH:38][CH2:37][C:34]2[CH:35]=[N:36][C:31]([CH3:30])=[CH:32][CH:33]=2)=[O:11])[N:6]=[N:5]1. (2) Given the reactants Cl.[NH2:2][C@H:3]([CH2:32][C:33]1[CH:38]=[CH:37][CH:36]=[CH:35][CH:34]=1)[C:4]([N:6]1[CH2:11][CH2:10][CH:9]([N:12]2[C:17](=[O:18])[C@@H:16]3[CH2:19][CH2:20][CH2:21][C@@H:15]3[C:14]([C:22]3[CH:27]=[CH:26][C:25]([O:28][CH3:29])=[C:24]([O:30][CH3:31])[CH:23]=3)=[N:13]2)[CH2:8][CH2:7]1)=[O:5].CCN(C(C)C)C(C)C.[CH:48]1([CH2:51][O:52][C:53]2[CH:61]=[CH:60][C:56]3[O:57][CH2:58][O:59][C:55]=3[C:54]=2[C:62]2[C:63]3[NH:70][CH:69]=[C:68]([C:71](N4C=CN=C4)=[O:72])[C:64]=3[N:65]=[CH:66][N:67]=2)[CH2:50][CH2:49]1, predict the reaction product. The product is: [CH:48]1([CH2:51][O:52][C:53]2[CH:61]=[CH:60][C:56]3[O:57][CH2:58][O:59][C:55]=3[C:54]=2[C:62]2[C:63]3[NH:70][CH:69]=[C:68]([C:71]([NH:2][C@H:3]([CH2:32][C:33]4[CH:38]=[CH:37][CH:36]=[CH:35][CH:34]=4)[C:4]([N:6]4[CH2:11][CH2:10][CH:9]([N:12]5[C:17](=[O:18])[C@@H:16]6[CH2:19][CH2:20][CH2:21][C@@H:15]6[C:14]([C:22]6[CH:27]=[CH:26][C:25]([O:28][CH3:29])=[C:24]([O:30][CH3:31])[CH:23]=6)=[N:13]5)[CH2:8][CH2:7]4)=[O:5])=[O:72])[C:64]=3[N:65]=[CH:66][N:67]=2)[CH2:49][CH2:50]1. (3) The product is: [C:9]([O:12][CH2:2][CH2:3][CH2:4][C:5]([F:8])([F:7])[F:6])(=[S:11])[CH3:10]. Given the reactants I[CH2:2][CH2:3][CH2:4][C:5]([F:8])([F:7])[F:6].[C:9]([O-:12])(=[S:11])[CH3:10].[K+].Cl, predict the reaction product. (4) Given the reactants [NH2:1][CH2:2][C:3]1[CH:4]=[C:5]([C:9]2[N:10]([CH3:21])[C:11]3[C:16]([C:17]=2[C:18]#[N:19])=[CH:15][CH:14]=[C:13]([Cl:20])[CH:12]=3)[CH:6]=[N:7][CH:8]=1.[F:22][C:23]([F:30])([F:29])[CH2:24][S:25](Cl)(=[O:27])=[O:26], predict the reaction product. The product is: [Cl:20][C:13]1[CH:12]=[C:11]2[C:16]([C:17]([C:18]#[N:19])=[C:9]([C:5]3[CH:4]=[C:3]([CH2:2][NH:1][S:25]([CH2:24][C:23]([F:30])([F:29])[F:22])(=[O:27])=[O:26])[CH:8]=[N:7][CH:6]=3)[N:10]2[CH3:21])=[CH:15][CH:14]=1.